From a dataset of Full USPTO retrosynthesis dataset with 1.9M reactions from patents (1976-2016). Predict the reactants needed to synthesize the given product. (1) Given the product [Si:3]([O:10][CH2:11][CH2:12][CH2:13][N:14]([CH3:25])[C:15]1[C:22]([F:23])=[CH:21][C:18]([C:19]#[N:20])=[C:17]([Cl:24])[N:16]=1)([C:6]([CH3:8])([CH3:9])[CH3:7])([CH3:5])[CH3:4], predict the reactants needed to synthesize it. The reactants are: [H-].[Na+].[Si:3]([O:10][CH2:11][CH2:12][CH2:13][NH:14][C:15]1[C:22]([F:23])=[CH:21][C:18]([C:19]#[N:20])=[C:17]([Cl:24])[N:16]=1)([C:6]([CH3:9])([CH3:8])[CH3:7])([CH3:5])[CH3:4].[CH3:25]I. (2) Given the product [Cl:17][C:7]1[CH:8]=[C:2]([F:1])[CH:3]=[C:4]([CH3:9])[C:5]=1[NH2:6], predict the reactants needed to synthesize it. The reactants are: [F:1][C:2]1[CH:8]=[CH:7][C:5]([NH2:6])=[C:4]([CH3:9])[CH:3]=1.C1C(=O)N([Cl:17])C(=O)C1. (3) Given the product [C:29]([O:5][C:4](=[O:6])[C:3]1[CH:7]=[CH:8][CH:9]=[CH:10][C:2]=1[Br:1])([CH3:32])([CH3:31])[CH3:30], predict the reactants needed to synthesize it. The reactants are: [Br:1][C:2]1[CH:10]=[CH:9][CH:8]=[CH:7][C:3]=1[C:4]([OH:6])=[O:5].C1CCC(N=C=NC2CCCCC2)CC1.C(Cl)Cl.[C:29](O)([CH3:32])([CH3:31])[CH3:30]. (4) Given the product [CH:11]([C:8]1[CH:9]=[CH:10][C:2]2[NH:1][C:15](=[O:16])[O:5][C:4](=[O:6])[C:3]=2[CH:7]=1)([CH3:13])[CH3:12], predict the reactants needed to synthesize it. The reactants are: [NH2:1][C:2]1[CH:10]=[CH:9][C:8]([CH:11]([CH3:13])[CH3:12])=[CH:7][C:3]=1[C:4]([OH:6])=[O:5].Cl[C:15](OCC)=[O:16].C(Cl)(=O)C. (5) The reactants are: [NH2:1][C:2]1[CH:3]=[C:4]([C:9]([N:11]2[CH2:16][CH2:15][C@H:14]([C:17]3[CH:22]=[CH:21][C:20]([C:23]4[N:24]([CH3:28])[N:25]=[CH:26][CH:27]=4)=[CH:19][CH:18]=3)[C@@H:13]([CH3:29])[CH2:12]2)=[O:10])[CH:5]=[CH:6][C:7]=1[CH3:8].N1C=CC=CC=1.[Cl:36][C:37]1[CH:45]=[CH:44][C:40]([C:41](Cl)=[O:42])=[CH:39][N:38]=1. Given the product [Cl:36][C:37]1[CH:45]=[CH:44][C:40]([C:41]([NH:1][C:2]2[CH:3]=[C:4]([C:9]([N:11]3[CH2:16][CH2:15][C@H:14]([C:17]4[CH:22]=[CH:21][C:20]([C:23]5[N:24]([CH3:28])[N:25]=[CH:26][CH:27]=5)=[CH:19][CH:18]=4)[C@@H:13]([CH3:29])[CH2:12]3)=[O:10])[CH:5]=[CH:6][C:7]=2[CH3:8])=[O:42])=[CH:39][N:38]=1, predict the reactants needed to synthesize it.